Dataset: Reaction yield outcomes from USPTO patents with 853,638 reactions. Task: Predict the reaction yield, written as a fraction of the theoretical maximum amount of product (1.0 means a 100% yield; for example, 0.34 means a 34% yield). (1) The reactants are ClC1N=CC=C(OC)[C:3]=1[C:4]([NH:6][CH2:7][C:8]1C=CC(F)=C(F)C=1)=O.[CH2:22]([OH:26])[CH2:23][CH2:24][CH3:25].[CH:27]([N:30](CC)C(C)C)(C)[CH3:28].[F:36][C:37]1[CH:38]=[C:39]([C@@H:44]([NH:46][C:47](=[O:55])[C:48]2[CH:53]=[CH:52][CH:51]=[N:50][C:49]=2F)[CH3:45])[CH:40]=[CH:41][C:42]=1[F:43]. No catalyst specified. The product is [NH:6]1[C:7]2[C:25](=[CH:24][CH:23]=[C:22]([O:26][CH2:28][CH2:27][NH:30][C:49]3[N:50]=[CH:51][CH:52]=[CH:53][C:48]=3[C:47]([NH:46][C@H:44]([C:39]3[CH:40]=[CH:41][C:42]([F:43])=[C:37]([F:36])[CH:38]=3)[CH3:45])=[O:55])[CH:8]=2)[CH:3]=[CH:4]1. The yield is 0.540. (2) The reactants are C([O:4][CH2:5][CH2:6][C@H:7]1[C:20](=[O:21])[N:19]([CH2:22][C:23]([CH3:26])([CH3:25])[CH3:24])[CH2:18][C:10]2[C:11]3[CH:12]=[N:13][NH:14][C:15]=3[CH:16]=[CH:17][C:9]=2[CH2:8]1)(=O)C.C(=O)([O-])[O-].[K+].[K+]. The catalyst is CO. The product is [OH:4][CH2:5][CH2:6][C@H:7]1[C:20](=[O:21])[N:19]([CH2:22][C:23]([CH3:26])([CH3:25])[CH3:24])[CH2:18][C:10]2[C:11]3[CH:12]=[N:13][NH:14][C:15]=3[CH:16]=[CH:17][C:9]=2[CH2:8]1. The yield is 0.940. (3) The reactants are [Cl:1][C:2]1[CH:3]=[C:4]([C:9]2[N:10]=[C:11]3[CH:16]=[C:15]([CH3:17])[CH:14]=[CH:13][N:12]3[C:18]=2[CH2:19][C:20]([OH:22])=O)[CH:5]=[CH:6][C:7]=1[Cl:8].[N:23]1[CH:28]=[CH:27][CH:26]=[CH:25][C:24]=1[CH2:29][NH:30][CH2:31][CH2:32][O:33][CH3:34]. No catalyst specified. The product is [ClH:1].[CH3:34][O:33][CH2:32][CH2:31][N:30]([CH2:29][C:24]1[CH:25]=[CH:26][CH:27]=[CH:28][N:23]=1)[C:20](=[O:22])[CH2:19][C:18]1[N:12]2[CH:13]=[CH:14][C:15]([CH3:17])=[CH:16][C:11]2=[N:10][C:9]=1[C:4]1[CH:5]=[CH:6][C:7]([Cl:8])=[C:2]([Cl:1])[CH:3]=1. The yield is 0.686. (4) The reactants are [Br:1][C:2]1[CH:7]=[CH:6][CH:5]=[C:4](F)[N:3]=1.Cl.[NH2:10][C@@H:11]([CH3:20])[C:12]([NH:14][CH2:15][C:16]([F:19])([F:18])[F:17])=[O:13].CCN(C(C)C)C(C)C. The catalyst is CN1C(=O)CCC1.C(OC(=O)C)C. The product is [Br:1][C:2]1[N:3]=[C:4]([NH:10][C@@H:11]([CH3:20])[C:12]([NH:14][CH2:15][C:16]([F:17])([F:18])[F:19])=[O:13])[CH:5]=[CH:6][CH:7]=1. The yield is 0.660. (5) The reactants are C([N:8]1[CH2:12][CH2:11][C:10]2([C:16]3[CH:17]=[CH:18][CH:19]=[CH:20][C:15]=3[CH2:14][O:13]2)[CH2:9]1)C1C=CC=CC=1. The catalyst is CO.[Pd]. The product is [NH:8]1[CH2:12][CH2:11][C:10]2([C:16]3[CH:17]=[CH:18][CH:19]=[CH:20][C:15]=3[CH2:14][O:13]2)[CH2:9]1. The yield is 0.920. (6) The reactants are [F:1][C:2]1[CH:3]=[CH:4][CH:5]=[C:6]2[C:10]=1[NH:9][C:8](=[O:11])[C:7]2([CH3:13])[CH3:12].C(O)(=O)C.[Br:18]Br.S([O-])([O-])(=O)=S.[Na+].[Na+]. The catalyst is ClCCl. The product is [Br:18][C:4]1[CH:5]=[C:6]2[C:10](=[C:2]([F:1])[CH:3]=1)[NH:9][C:8](=[O:11])[C:7]2([CH3:13])[CH3:12]. The yield is 0.820. (7) The reactants are [C:1]([O:5][C:6]([C:8]1[CH:31]=[CH:30][C:11]([O:12][C:13]2[C:22]([Cl:23])=[C:21]3[C:16]([CH:17]([C:24]([O:26][CH2:27][CH3:28])=[O:25])[CH2:18][CH2:19][O:20]3)=[CH:15][C:14]=2[Cl:29])=[C:10]([N+:32]([O-])=O)[CH:9]=1)=[O:7])([CH3:4])([CH3:3])[CH3:2]. The catalyst is C1COCC1.[Cl-].[NH4+].C(OCC)(=O)C.[Zn]. The product is [NH2:32][C:10]1[CH:9]=[C:8]([C:6]([O:5][C:1]([CH3:2])([CH3:4])[CH3:3])=[O:7])[CH:31]=[CH:30][C:11]=1[O:12][C:13]1[C:22]([Cl:23])=[C:21]2[C:16]([CH:17]([C:24]([O:26][CH2:27][CH3:28])=[O:25])[CH2:18][CH2:19][O:20]2)=[CH:15][C:14]=1[Cl:29]. The yield is 0.865. (8) The reactants are [C:1]([C:9]1[CH:14]=[CH:13][C:12]([C:15]2[NH:19][C:18]3[CH:20]=[CH:21][C:22]([C:24]([NH2:26])=[O:25])=[CH:23][C:17]=3[N:16]=2)=[CH:11][CH:10]=1)(=[O:8])[C:2]1[CH:7]=[CH:6][CH:5]=[CH:4][CH:3]=1.[BH4-].[Na+]. The catalyst is CO. The product is [OH:8][CH:1]([C:2]1[CH:3]=[CH:4][CH:5]=[CH:6][CH:7]=1)[C:9]1[CH:10]=[CH:11][C:12]([C:15]2[NH:19][C:18]3[CH:20]=[CH:21][C:22]([C:24]([NH2:26])=[O:25])=[CH:23][C:17]=3[N:16]=2)=[CH:13][CH:14]=1. The yield is 0.830. (9) The reactants are [OH:1][CH:2]([C:28]1[CH:33]=[CH:32][CH:31]=[CH:30][CH:29]=1)[CH2:3][N:4]1[C:9](=[O:10])[C:8]([C:11]2[CH:16]=[CH:15][C:14]([F:17])=[CH:13][CH:12]=2)=[C:7]([C:18]2[CH:23]=[CH:22][C:21]([S:24]([CH3:27])(=[O:26])=[O:25])=[CH:20][CH:19]=2)[CH:6]=[N:5]1.I[CH3:35].[H-].[Na+]. The catalyst is CN(C=O)C. The product is [CH3:35][O:1][CH:2]([C:28]1[CH:29]=[CH:30][CH:31]=[CH:32][CH:33]=1)[CH2:3][N:4]1[C:9](=[O:10])[C:8]([C:11]2[CH:12]=[CH:13][C:14]([F:17])=[CH:15][CH:16]=2)=[C:7]([C:18]2[CH:23]=[CH:22][C:21]([S:24]([CH3:27])(=[O:26])=[O:25])=[CH:20][CH:19]=2)[CH:6]=[N:5]1. The yield is 0.347. (10) The reactants are [NH2:1][C:2]1[C:11]2[C:6](=[C:7](Br)[CH:8]=[CH:9][CH:10]=2)[N:5]=[N:4][C:3]=1[C:13]([NH:15][CH2:16][CH2:17][CH3:18])=[O:14].[F:19][C:20]1[CH:25]=[CH:24][C:23]([F:26])=[CH:22][C:21]=1B(O)O. No catalyst specified. The product is [NH2:1][C:2]1[C:11]2[C:6](=[C:7]([C:24]3[CH:25]=[C:20]([F:19])[CH:21]=[CH:22][C:23]=3[F:26])[CH:8]=[CH:9][CH:10]=2)[N:5]=[N:4][C:3]=1[C:13]([NH:15][CH2:16][CH2:17][CH3:18])=[O:14]. The yield is 0.700.